This data is from Reaction yield outcomes from USPTO patents with 853,638 reactions. The task is: Predict the reaction yield, written as a fraction of the theoretical maximum amount of product (1.0 means a 100% yield; for example, 0.34 means a 34% yield). (1) The reactants are O=P12OP3(OP(OP(O3)(O1)=O)(=O)O2)=O.[OH:15][CH:16]([C:33]1[CH:38]=[CH:37][CH:36]=[CH:35][C:34]=1[O:39][CH3:40])[CH2:17][O:18][C:19]1[CH:32]=[CH:31][C:22]([CH2:23][CH:24]2[S:28][C:27](=[O:29])[NH:26][C:25]2=[O:30])=[CH:21][CH:20]=1.CS(C)=O.C(N(CC)C(C)C)(C)C.C([O-])(O)=O.[Na+]. The catalyst is C(Cl)Cl. The product is [CH3:40][O:39][C:34]1[CH:35]=[CH:36][CH:37]=[CH:38][C:33]=1[C:16](=[O:15])[CH2:17][O:18][C:19]1[CH:32]=[CH:31][C:22]([CH2:23][CH:24]2[S:28][C:27](=[O:29])[NH:26][C:25]2=[O:30])=[CH:21][CH:20]=1. The yield is 0.880. (2) The reactants are C([O:3][C@H:4]1[CH2:9][CH2:8][CH2:7][N:6]([C:10]2[N:11]=[C:12]3[CH:29]=[C:28](/[CH:30]=[CH:31]/[C:32]4[S:33][CH:34]=[C:35]([CH:37]([CH3:39])[CH3:38])[N:36]=4)[CH:27]=[CH:26][N:13]3[C:14](=[O:25])[C:15]=2/[CH:16]=[CH:17]/[C:18]([O:20][C:21]([CH3:24])([CH3:23])[CH3:22])=[O:19])[CH2:5]1)=O.OC1CCCN(C2N=C3C=C(/C=C/C4SC=C(C(C)C)N=4)C=CN3C(=O)C=2/C=C/C(OC(C)(C)C)=O)C1. No catalyst specified. The product is [OH:3][C@H:4]1[CH2:9][CH2:8][CH2:7][N:6]([C:10]2[N:11]=[C:12]3[CH:29]=[C:28](/[CH:30]=[CH:31]/[C:32]4[S:33][CH:34]=[C:35]([CH:37]([CH3:39])[CH3:38])[N:36]=4)[CH:27]=[CH:26][N:13]3[C:14](=[O:25])[C:15]=2/[CH:16]=[CH:17]/[C:18]([O:20][C:21]([CH3:22])([CH3:23])[CH3:24])=[O:19])[CH2:5]1. The yield is 1.00. (3) The reactants are [Br:1][C:2]1[C:3]([F:17])=[CH:4][CH:5]=[C:6]2[C:11]=1[N:10]=[C:9](Cl)[N:8]([CH:13]1[CH2:15][CH2:14]1)[C:7]2=[O:16].[CH:18]([NH2:21])([CH3:20])[CH3:19]. The catalyst is CN1C(=O)CCC1. The product is [Br:1][C:2]1[C:3]([F:17])=[CH:4][CH:5]=[C:6]2[C:11]=1[N:10]=[C:9]([NH:21][CH:18]([CH3:20])[CH3:19])[N:8]([CH:13]1[CH2:15][CH2:14]1)[C:7]2=[O:16]. The yield is 0.920. (4) The reactants are [NH2:1][C:2]1[CH:7]=[C:6]([CH3:8])[C:5]([NH:9][C:10](=[O:17])[CH2:11][CH:12]2[CH2:16][CH2:15][CH2:14][CH2:13]2)=[C:4]([Cl:18])[CH:3]=1.Cl[CH2:20][CH2:21][O:22][CH2:23][CH2:24]Cl.[I-].[K+]. The catalyst is C(O)C. The product is [Cl:18][C:4]1[CH:3]=[C:2]([N:1]2[CH2:24][CH2:23][O:22][CH2:21][CH2:20]2)[CH:7]=[C:6]([CH3:8])[C:5]=1[NH:9][C:10](=[O:17])[CH2:11][CH:12]1[CH2:13][CH2:14][CH2:15][CH2:16]1. The yield is 0.410.